From a dataset of Forward reaction prediction with 1.9M reactions from USPTO patents (1976-2016). Predict the product of the given reaction. (1) Given the reactants [C:1]12([NH2:11])[CH2:10][CH:5]3[CH2:6][CH:7]([CH2:9][CH:3]([CH2:4]3)[CH2:2]1)[CH2:8]2.[CH3:12][O:13][C:14]1[CH:19]=[CH:18][C:17]([C:20](=O)[CH3:21])=[CH:16][CH:15]=1.C12(NCC3C=CC(Br)=CC=3)CC3CC(CC(C3)C1)C2, predict the reaction product. The product is: [CH3:12][O:13][C:14]1[CH:19]=[CH:18][C:17]([CH:20]([NH:11][C:1]23[CH2:8][CH:7]4[CH2:6][CH:5]([CH2:4][CH:3]([CH2:9]4)[CH2:2]2)[CH2:10]3)[CH3:21])=[CH:16][CH:15]=1. (2) Given the reactants [NH2:1][C:2]1[CH:3]=[CH:4][C:5]([CH3:26])=[C:6]([C:8]([C:10]2[CH:15]=[CH:14][C:13]([NH:16][C:17]3[CH:22]=[CH:21][C:20]([F:23])=[CH:19][C:18]=3[F:24])=[CH:12][C:11]=2[Cl:25])=[O:9])[CH:7]=1.[CH3:27][O:28][C:29]1[CH:34]=[CH:33][C:32]([N:35]=[C:36]=[O:37])=[CH:31][CH:30]=1, predict the reaction product. The product is: [Cl:25][C:11]1[CH:12]=[C:13]([NH:16][C:17]2[CH:22]=[CH:21][C:20]([F:23])=[CH:19][C:18]=2[F:24])[CH:14]=[CH:15][C:10]=1[C:8]([C:6]1[CH:7]=[C:2]([NH:1][C:36]([NH:35][C:32]2[CH:33]=[CH:34][C:29]([O:28][CH3:27])=[CH:30][CH:31]=2)=[O:37])[CH:3]=[CH:4][C:5]=1[CH3:26])=[O:9]. (3) Given the reactants Br[C:2]1[CH:3]=[CH:4][C:5]2[O:14][CH2:13][CH2:12][C:11]3[S:10][C:9]([C:15]4[N:16]([CH:20]([CH3:22])[CH3:21])[N:17]=[CH:18][N:19]=4)=[N:8][C:7]=3[C:6]=2[CH:23]=1.[CH3:24][C:25]1[CH:26]=[C:27](B(O)O)[CH:28]=[N:29][CH:30]=1, predict the reaction product. The product is: [CH:20]([N:16]1[C:15]([C:9]2[S:10][C:11]3[CH2:12][CH2:13][O:14][C:5]4[CH:4]=[CH:3][C:2]([C:27]5[CH:28]=[N:29][CH:30]=[C:25]([CH3:24])[CH:26]=5)=[CH:23][C:6]=4[C:7]=3[N:8]=2)=[N:19][CH:18]=[N:17]1)([CH3:22])[CH3:21].